From a dataset of Full USPTO retrosynthesis dataset with 1.9M reactions from patents (1976-2016). Predict the reactants needed to synthesize the given product. The reactants are: [CH2:1]([C:5]1[C:6]([CH2:11][OH:12])=[N:7][CH:8]=[CH:9][CH:10]=1)[CH:2]([CH3:4])[CH3:3]. Given the product [CH2:1]([C:5]1[C:6]([CH:11]=[O:12])=[N:7][CH:8]=[CH:9][CH:10]=1)[CH:2]([CH3:4])[CH3:3], predict the reactants needed to synthesize it.